From a dataset of Reaction yield outcomes from USPTO patents with 853,638 reactions. Predict the reaction yield, written as a fraction of the theoretical maximum amount of product (1.0 means a 100% yield; for example, 0.34 means a 34% yield). The reactants are [CH:1]1([C:4]2[CH:10]=[CH:9][C:7](N)=[C:6]([F:11])[CH:5]=2)[CH2:3][CH2:2]1.S(=O)(=O)(O)O.N([O-])=O.[Na+].[I-:21].[K+]. The catalyst is O.C(Cl)Cl. The product is [CH:1]1([C:4]2[CH:10]=[CH:9][C:7]([I:21])=[C:6]([F:11])[CH:5]=2)[CH2:3][CH2:2]1. The yield is 0.713.